From a dataset of Reaction yield outcomes from USPTO patents with 853,638 reactions. Predict the reaction yield, written as a fraction of the theoretical maximum amount of product (1.0 means a 100% yield; for example, 0.34 means a 34% yield). (1) The reactants are [CH3:1][C@@:2]1([C:7]([OH:9])=[O:8])[CH2:6][CH2:5][CH2:4][NH:3]1.[C:10](Cl)(=[O:12])[CH3:11].C(N(CC)C(C)C)(C)C. The catalyst is CN(C)C(=O)C. The product is [C:10]([N:3]1[CH2:4][CH2:5][CH2:6][C@@:2]1([CH3:1])[C:7]([OH:9])=[O:8])(=[O:12])[CH3:11]. The yield is 0.400. (2) The reactants are FC(F)(F)S(O[C:7]1[CH2:8][CH2:9][C:10]([C:19]([O:21][CH3:22])=[O:20])([C:13]2[CH:18]=[CH:17][CH:16]=[CH:15][CH:14]=2)[CH2:11][CH:12]=1)(=O)=O.[F:25][C:26]1[CH:27]=[N:28][CH:29]=[C:30](B(O)O)[CH:31]=1.[F-].[Cs+].COCCOC. The catalyst is C1(P(C2C=CC=CC=2)C2C=CC=CC=2)C=CC=CC=1.C1(P(C2C=CC=CC=2)C2C=CC=CC=2)C=CC=CC=1.C1(P(C2C=CC=CC=2)C2C=CC=CC=2)C=CC=CC=1.C1(P(C2C=CC=CC=2)C2C=CC=CC=2)C=CC=CC=1.[Pd].CO. The product is [F:25][C:26]1[CH:31]=[C:30]([C:7]2[CH2:8][CH2:9][C:10]([C:19]([O:21][CH3:22])=[O:20])([C:13]3[CH:14]=[CH:15][CH:16]=[CH:17][CH:18]=3)[CH2:11][CH:12]=2)[CH:29]=[N:28][CH:27]=1. The yield is 0.570.